From a dataset of Catalyst prediction with 721,799 reactions and 888 catalyst types from USPTO. Predict which catalyst facilitates the given reaction. (1) Reactant: [F:1][C:2]([F:19])([F:18])[S:3]([C:5]1[CH:17]=[CH:16][C:8]2[S:9][C:10]([C:12]([O:14]C)=[O:13])=[CH:11][C:7]=2[CH:6]=1)=[O:4].O.[OH-].[Li+].O.Cl. Product: [F:19][C:2]([F:1])([F:18])[S:3]([C:5]1[CH:17]=[CH:16][C:8]2[S:9][C:10]([C:12]([OH:14])=[O:13])=[CH:11][C:7]=2[CH:6]=1)=[O:4]. The catalyst class is: 5. (2) Reactant: [CH3:1][C:2]1[C:7]([CH2:8][O:9][C:10]2[CH:23]=[CH:22][C:13]3[C@H:14]([CH2:17][C:18]([O:20]C)=[O:19])[CH2:15][O:16][C:12]=3[CH:11]=2)=[CH:6][CH:5]=[CH:4][C:3]=1[C:24]1[C:29]([CH3:30])=[CH:28][C:27]([O:31][C@H:32]2[CH2:36][CH2:35][O:34][CH2:33]2)=[CH:26][C:25]=1[CH3:37].[OH-].[Li+]. Product: [CH3:1][C:2]1[C:7]([CH2:8][O:9][C:10]2[CH:23]=[CH:22][C:13]3[C@H:14]([CH2:17][C:18]([OH:20])=[O:19])[CH2:15][O:16][C:12]=3[CH:11]=2)=[CH:6][CH:5]=[CH:4][C:3]=1[C:24]1[C:25]([CH3:37])=[CH:26][C:27]([O:31][C@H:32]2[CH2:36][CH2:35][O:34][CH2:33]2)=[CH:28][C:29]=1[CH3:30]. The catalyst class is: 83. (3) Reactant: [CH2:1]([C:3]1[C:11]2[C:10](=[O:12])[CH2:9][C:8]([CH3:14])([CH3:13])[CH2:7][C:6]=2[N:5]([C:15]2[CH:22]=[C:21](F)[C:18]([C:19]#[N:20])=[C:17]([F:24])[CH:16]=2)[N:4]=1)[CH3:2].C(N(CC)C(C)C)(C)C.[CH:34]1([NH2:38])[CH2:37][CH2:36][CH2:35]1. Product: [CH:34]1([NH:38][C:21]2[CH:22]=[C:15]([N:5]3[C:6]4[CH2:7][C:8]([CH3:14])([CH3:13])[CH2:9][C:10](=[O:12])[C:11]=4[C:3]([CH2:1][CH3:2])=[N:4]3)[CH:16]=[C:17]([F:24])[C:18]=2[C:19]#[N:20])[CH2:37][CH2:36][CH2:35]1. The catalyst class is: 16. (4) Reactant: CS(O[CH2:6][CH2:7][C:8]([CH3:23])([S:10]([C:13]1[CH:18]=[CH:17][CH:16]=[C:15]([C:19]([F:22])([F:21])[F:20])[CH:14]=1)(=[O:12])=[O:11])[CH3:9])(=O)=O.[N-:24]=[N+:25]=[N-:26].[Na+]. Product: [N:24]([CH2:6][CH2:7][C:8]([S:10]([C:13]1[CH:18]=[CH:17][CH:16]=[C:15]([C:19]([F:22])([F:21])[F:20])[CH:14]=1)(=[O:12])=[O:11])([CH3:23])[CH3:9])=[N+:25]=[N-:26]. The catalyst class is: 23. (5) Reactant: [C:1](OC(=O)C)(=[O:3])[CH3:2].[NH2:8][CH2:9][CH:10]1[O:14][C:13](=[O:15])[N:12]([C:16]2[CH:17]=[C:18]3[C:22](=[CH:23][CH:24]=2)[N:21]([C@@H:25]([CH2:27][CH3:28])[CH3:26])[C:20](=[O:29])[CH2:19]3)[CH2:11]1.C(N(CC)C(C)C)(C)C. Product: [CH:25]([N:21]1[C:22]2[C:18](=[CH:17][C:16]([N:12]3[CH2:11][C@H:10]([CH2:9][NH:8][C:1](=[O:3])[CH3:2])[O:14][C:13]3=[O:15])=[CH:24][CH:23]=2)[CH2:19][C:20]1=[O:29])([CH2:27][CH3:28])[CH3:26]. The catalyst class is: 4.